Dataset: Forward reaction prediction with 1.9M reactions from USPTO patents (1976-2016). Task: Predict the product of the given reaction. (1) Given the reactants [CH2:1]([C:3]1[CH:4]=[CH:5][C:6]2[CH2:7][C@H:8]3[NH:19][CH2:18][CH2:17][C@@:14]4([C:15]=2[CH:16]=1)[C@H:9]3[CH2:10][CH2:11][CH2:12][CH2:13]4)[CH3:2].Cl.C(=O)([O-])[O-].[K+].[K+].[CH2:27](Br)[CH:28]=[CH2:29], predict the reaction product. The product is: [CH2:1]([C:3]1[CH:4]=[CH:5][C:6]2[CH2:7][C@H:8]3[N:19]([CH2:29][CH:28]=[CH2:27])[CH2:18][CH2:17][C@@:14]4([C:15]=2[CH:16]=1)[C@H:9]3[CH2:10][CH2:11][CH2:12][CH2:13]4)[CH3:2]. (2) The product is: [F:9][C:10]([F:24])([F:25])[C:11]1[CH:12]=[C:13]([CH:17]=[C:18]([C:20]([F:23])([F:21])[F:22])[CH:19]=1)[C:14]([N:1]1[CH2:8][CH2:7][CH2:6][CH:2]1[C:3]([OH:5])=[O:4])=[O:15]. Given the reactants [NH:1]1[CH2:8][CH2:7][CH2:6][C@H:2]1[C:3]([OH:5])=[O:4].[F:9][C:10]([F:25])([F:24])[C:11]1[CH:12]=[C:13]([CH:17]=[C:18]([C:20]([F:23])([F:22])[F:21])[CH:19]=1)[C:14](Cl)=[O:15], predict the reaction product. (3) Given the reactants C(OC(=O)[NH:7][C:8]1[CH:13]=[C:12]([O:14][CH2:15][CH3:16])[C:11]([C:17]([F:20])([F:19])[F:18])=[CH:10][C:9]=1[NH:21][C:22](=[O:34])[CH2:23][C:24]([C:26]1[CH:31]=[CH:30][N:29]=[C:28]([C:32]#[N:33])[CH:27]=1)=O)(C)(C)C.C(O)(C(F)(F)F)=O, predict the reaction product. The product is: [CH2:15]([O:14][C:12]1[C:11]([C:17]([F:20])([F:19])[F:18])=[CH:10][C:9]2[NH:21][C:22](=[O:34])[CH2:23][C:24]([C:26]3[CH:31]=[CH:30][N:29]=[C:28]([C:32]#[N:33])[CH:27]=3)=[N:7][C:8]=2[CH:13]=1)[CH3:16]. (4) Given the reactants [Cl:1][C:2]1[N:7]=[C:6](Cl)[CH:5]=[CH:4][N:3]=1.[OH:9][C:10]1[CH:37]=[CH:36][CH:35]=[CH:34][C:11]=1[CH2:12][NH:13][C:14]([NH:16][C:17]1[N:21]([C:22]2[CH:27]=[CH:26][C:25]([CH2:28][CH3:29])=[CH:24][CH:23]=2)[N:20]=[C:19]([C:30]([CH3:33])([CH3:32])[CH3:31])[CH:18]=1)=[O:15].[OH-].[Na+].[Cl-].[NH4+], predict the reaction product. The product is: [Cl:1][C:2]1[N:7]=[C:6]([O:9][C:10]2[CH:37]=[CH:36][CH:35]=[CH:34][C:11]=2[CH2:12][NH:13][C:14]([NH:16][C:17]2[N:21]([C:22]3[CH:27]=[CH:26][C:25]([CH2:28][CH3:29])=[CH:24][CH:23]=3)[N:20]=[C:19]([C:30]([CH3:31])([CH3:33])[CH3:32])[CH:18]=2)=[O:15])[CH:5]=[CH:4][N:3]=1. (5) Given the reactants CC(C)([O-])C.[K+].[CH3:7][O:8][CH2:9][C@H:10]1[CH2:14][CH2:13][CH2:12][N:11]1[S:15]([C:18]1[CH:19]=[C:20]2[C:24](=[CH:25][CH:26]=1)[NH:23][C:22](=[O:27])[C:21]12OCCC[O:28]1)(=[O:17])=[O:16].ClCC(C)(C)C#N.O, predict the reaction product. The product is: [CH3:7][O:8][CH2:9][C@H:10]1[CH2:14][CH2:13][CH2:12][N:11]1[S:15]([C:18]1[CH:19]=[C:20]2[C:24](=[CH:25][CH:26]=1)[NH:23][C:22](=[O:27])[C:21]2=[O:28])(=[O:17])=[O:16]. (6) The product is: [OH:38][CH2:37][C:36]1[N:32]([C:28]2[CH:27]=[C:26]([C:25]3[CH2:24][C:23](=[O:46])[NH:22][C:9]4[CH:10]=[C:11]([C:20]#[N:21])[C:12]([N:14]5[CH2:19][CH2:18][O:17][CH2:16][CH2:15]5)=[CH:13][C:8]=4[N:7]=3)[CH:31]=[CH:30][CH:29]=2)[N:33]=[N:34][CH:35]=1. Given the reactants C(OC(=O)[NH:7][C:8]1[CH:13]=[C:12]([N:14]2[CH2:19][CH2:18][O:17][CH2:16][CH2:15]2)[C:11]([C:20]#[N:21])=[CH:10][C:9]=1[NH:22][C:23](=[O:46])[CH2:24][C:25](=O)[C:26]1[CH:31]=[CH:30][CH:29]=[C:28]([N:32]2[C:36]([CH2:37][O:38]C3CCCCO3)=[CH:35][N:34]=[N:33]2)[CH:27]=1)(C)(C)C.C(O)(C(F)(F)F)=O, predict the reaction product. (7) Given the reactants [IH2+].[CH2:2]([C:4]1[CH:9]=[CH:8][C:7]([Br:10])=[CH:6][C:5]=1B(O)O)[CH3:3].[OH2:14].[OH-:15].[Li+].CO[CH2:19][CH2:20][O:21][CH3:22], predict the reaction product. The product is: [Br:10][C:7]1[CH:8]=[CH:9][C:4]([CH2:2][CH3:3])=[C:5]([CH:7]2[C:8](=[O:14])[CH2:9][C:4]3([CH2:19][CH2:20][O:21][CH2:22][CH2:2]3)[CH2:5][C:6]2=[O:15])[CH:6]=1. (8) Given the reactants [N:1]1[CH:6]=[CH:5][CH:4]=[N:3][C:2]=1[N:7]1[C:15]2[C:10](=[CH:11][CH:12]=[CH:13][CH:14]=2)[C:9]([C:16]([OH:18])=O)=[CH:8]1.C(N(C(C)C)CC)(C)C.[C:28]12([CH2:38][NH2:39])[CH2:37][CH:32]3[CH2:33][CH:34]([CH2:36][CH:30]([CH2:31]3)[CH2:29]1)[CH2:35]2.F[P-](F)(F)(F)(F)F.N1(O[P+](N(C)C)(N(C)C)N(C)C)C2C=CC=CC=2N=N1, predict the reaction product. The product is: [C:28]12([CH2:38][NH:39][C:16]([C:9]3[C:10]4[C:15](=[CH:14][CH:13]=[CH:12][CH:11]=4)[N:7]([C:2]4[N:1]=[CH:6][CH:5]=[CH:4][N:3]=4)[CH:8]=3)=[O:18])[CH2:35][CH:34]3[CH2:33][CH:32]([CH2:31][CH:30]([CH2:36]3)[CH2:29]1)[CH2:37]2. (9) Given the reactants [Cl:1][C:2]1[CH:7]=[CH:6][CH:5]=[CH:4][C:3]=1[N:8]1[C:12]([S:13][C:14]2[CH:19]=[CH:18][C:17]([CH3:20])=[CH:16][N:15]=2)=[CH:11][C:10]([CH:21]=O)=[N:9]1.[CH3:23][NH2:24].CO.CO, predict the reaction product. The product is: [Cl:1][C:2]1[CH:7]=[CH:6][CH:5]=[CH:4][C:3]=1[N:8]1[C:12]([S:13][C:14]2[CH:19]=[CH:18][C:17]([CH3:20])=[CH:16][N:15]=2)=[CH:11][C:10]([CH2:21][NH:24][CH3:23])=[N:9]1. (10) Given the reactants [CH3:1][C:2]([CH2:4][CH2:5][C:6]1[NH:7][C:8]2[C:13]([CH:14]=1)=[CH:12][CH:11]=[CH:10][CH:9]=2)=[CH2:3], predict the reaction product. The product is: [CH3:1][CH:2]([CH3:3])[CH2:4][CH2:5][C:6]1[NH:7][C:8]2[C:13]([CH:14]=1)=[CH:12][CH:11]=[CH:10][CH:9]=2.